Dataset: Reaction yield outcomes from USPTO patents with 853,638 reactions. Task: Predict the reaction yield, written as a fraction of the theoretical maximum amount of product (1.0 means a 100% yield; for example, 0.34 means a 34% yield). (1) The reactants are [Br:1][C:2]1[CH:7]=[CH:6][C:5]([C:8]2[N:9]=[C:10]([NH:13][CH2:14][CH2:15][NH2:16])[S:11][CH:12]=2)=[CH:4][CH:3]=1.C(N(CC)CC)C.Cl[C:25](Cl)([O:27]C(=O)OC(Cl)(Cl)Cl)Cl. The catalyst is C(Cl)Cl.C(OCC)(=O)C. The product is [Br:1][C:2]1[CH:3]=[CH:4][C:5]([C:8]2[N:9]=[C:10]([N:13]3[CH2:14][CH2:15][NH:16][C:25]3=[O:27])[S:11][CH:12]=2)=[CH:6][CH:7]=1. The yield is 0.210. (2) The reactants are [CH2:1]([C:3]1[S:26][C:6]2[N:7]([CH2:11][C:12]3[CH:17]=[CH:16][C:15]([C:18]4[C:19]([C:24]#[N:25])=[CH:20][CH:21]=[CH:22][CH:23]=4)=[CH:14][CH:13]=3)[C:8](=[O:10])[NH:9][C:5]=2[CH:4]=1)[CH3:2].Br[CH2:28][CH2:29][C:30]1[CH:35]=[CH:34][CH:33]=[CH:32][CH:31]=1.CN(C)C=O.[H-].[Na+]. The catalyst is C(OCC)(=O)C. The product is [CH2:1]([C:3]1[S:26][C:6]2[N:7]([CH2:11][C:12]3[CH:17]=[CH:16][C:15]([C:18]4[C:19]([C:24]#[N:25])=[CH:20][CH:21]=[CH:22][CH:23]=4)=[CH:14][CH:13]=3)[C:8](=[O:10])[N:9]([CH2:28][CH2:29][C:30]3[CH:35]=[CH:34][CH:33]=[CH:32][CH:31]=3)[C:5]=2[CH:4]=1)[CH3:2]. The yield is 0.870. (3) The reactants are [Cl:1][C:2]1[CH:9]=[CH:8][CH:7]=[C:6]([O:10][C:11]2[CH:12]=[C:13]([CH3:17])[CH:14]=[CH:15][CH:16]=2)[C:3]=1[C:4]#[N:5].[Cl:18][S:19](O)(=[O:21])=[O:20]. The catalyst is ClCCl. The product is [Cl:1][C:2]1[C:3]([C:4]#[N:5])=[C:6]([CH:7]=[CH:8][CH:9]=1)[O:10][C:11]1[CH:16]=[CH:15][C:14]([S:19]([Cl:18])(=[O:21])=[O:20])=[C:13]([CH3:17])[CH:12]=1. The yield is 0.430. (4) The reactants are [CH2:1]([O:3][C:4]1[CH:5]=[C:6]([C:13]2[O:17][N:16]=[C:15]([C:18]3[CH:26]=[CH:25][CH:24]=[C:23]4[C:19]=3[CH:20]=[CH:21][NH:22]4)[N:14]=2)[CH:7]=[CH:8][C:9]=1[O:10][CH2:11][CH3:12])[CH3:2].[CH2:27]([O:29]C1C=C(C=CC=1OCC)C(O)=O)C.[OH:42]NC(C1C2C=CNC=2C=CC=1)=N.C1CN([P+](Br)(N2CCCC2)N2CCCC2)CC1.F[P-](F)(F)(F)(F)F.CC[N:81]([CH:85]([CH3:87])[CH3:86])C(C)C. The catalyst is C1COCC1.CCOC(C)=O. The product is [NH2:81][C:85]([CH2:87][N:22]1[C:23]2[C:19](=[C:18]([C:15]3[N:14]=[C:13]([C:6]4[CH:7]=[CH:8][C:9]([O:10][CH2:11][CH3:12])=[C:4]([O:3][CH2:1][CH3:2])[CH:5]=4)[O:17][N:16]=3)[CH:26]=[CH:25][CH:24]=2)[CH2:20][CH2:21]1)([CH2:27][OH:29])[CH2:86][OH:42]. The yield is 0.340. (5) The reactants are O[CH2:2][CH2:3][O:4][C:5]1[CH:6]=[CH:7][C:8]([C:25]2[NH:34][C:33](=[O:35])[C:32]3[C:27](=[CH:28][C:29]([O:38][CH3:39])=[CH:30][C:31]=3[O:36][CH3:37])[N:26]=2)=[N:9][C:10]=1[C:11]1[CH:16]=[CH:15][C:14]([S:17]([CH3:20])(=[O:19])=[O:18])=[CH:13][C:12]=1[C:21]([F:24])([F:23])[F:22].P(Br)(Br)[Br:41].C([O-])([O-])=O.[Na+].[Na+]. The catalyst is CN(C)C=O. The product is [Br:41][CH2:2][CH2:3][O:4][C:5]1[CH:6]=[CH:7][C:8]([C:25]2[NH:34][C:33](=[O:35])[C:32]3[C:27](=[CH:28][C:29]([O:38][CH3:39])=[CH:30][C:31]=3[O:36][CH3:37])[N:26]=2)=[N:9][C:10]=1[C:11]1[CH:16]=[CH:15][C:14]([S:17]([CH3:20])(=[O:19])=[O:18])=[CH:13][C:12]=1[C:21]([F:24])([F:23])[F:22]. The yield is 0.640. (6) The reactants are [Br:1][C:2]1[CH:7]=[CH:6][CH:5]=[CH:4][C:3]=1[O:8][CH3:9].[Cl:10][S:11](O)(=[O:13])=[O:12]. The catalyst is C(Cl)(Cl)Cl. The product is [Br:1][C:2]1[CH:7]=[C:6]([S:11]([Cl:10])(=[O:13])=[O:12])[CH:5]=[CH:4][C:3]=1[O:8][CH3:9]. The yield is 0.980.